This data is from Full USPTO retrosynthesis dataset with 1.9M reactions from patents (1976-2016). The task is: Predict the reactants needed to synthesize the given product. (1) Given the product [Br:13][CH2:2][C:3]1[CH:4]=[C:5]([C:8]([O:10][CH3:11])=[O:9])[S:6][CH:7]=1, predict the reactants needed to synthesize it. The reactants are: O[CH2:2][C:3]1[CH:4]=[C:5]([C:8]([O:10][CH3:11])=[O:9])[S:6][CH:7]=1.P(Br)(Br)[Br:13]. (2) Given the product [N:20]1[C:25]2[C:24](=[CH:29][C:28]([C:2]3[N:7]=[CH:6][N:5]=[C:4]([NH:8][C:9]4[CH:14]=[CH:13][C:12]([C:15]([F:18])([F:17])[F:16])=[CH:11][CH:10]=4)[CH:3]=3)=[CH:27][CH:26]=2)[N:23]=[CH:22][CH:21]=1, predict the reactants needed to synthesize it. The reactants are: Cl[C:2]1[N:7]=[CH:6][N:5]=[C:4]([NH:8][C:9]2[CH:14]=[CH:13][C:12]([C:15]([F:18])([F:17])[F:16])=[CH:11][CH:10]=2)[CH:3]=1.Cl.[N:20]1[C:25]2[CH:26]=[CH:27][C:28](B(O)O)=[CH:29][C:24]=2[N:23]=[CH:22][CH:21]=1.C([O-])([O-])=O.[Na+].[Na+].